Task: Predict the reactants needed to synthesize the given product.. Dataset: Full USPTO retrosynthesis dataset with 1.9M reactions from patents (1976-2016) (1) Given the product [CH2:6]([N:7]1[C:11](=[O:12])[N:10]([C:13]2[S:17][C:16]([C:18]([NH:46][CH2:47][C:48]3[CH:49]=[N:50][CH:51]=[CH:52][CH:53]=3)=[O:20])=[C:15]([CH3:21])[CH:14]=2)[CH:9]=[N:8]1)[C:5]1[CH:4]=[CH:3][CH:2]=[CH:23][CH:22]=1, predict the reactants needed to synthesize it. The reactants are: F[C:2]1[CH:23]=[CH:22][C:5]([CH2:6][N:7]2[C:11](=[O:12])[N:10]([C:13]3[S:17][C:16]([C:18]([OH:20])=O)=[C:15]([CH3:21])[CH:14]=3)[CH:9]=[N:8]2)=[CH:4][CH:3]=1.C(N1C(=O)N(C2SC(C(O)=O)=C(C)C=2)C=N1)C1C=CC=CC=1.[NH2:46][CH2:47][C:48]1[CH:49]=[N:50][CH:51]=[CH:52][CH:53]=1. (2) Given the product [F:34][C:2]1([F:1])[O:6][C:5]2[CH:7]=[CH:8][C:9]([C:11]3([C:14]([NH:16][C:17]4[CH:18]=[C:19]([CH3:33])[C:20]([CH3:32])=[C:21]([C:23]5[CH:28]=[C:27]([CH3:29])[C:26](=[O:30])[NH:25][CH:24]=5)[N:22]=4)=[O:15])[CH2:13][CH2:12]3)=[CH:10][C:4]=2[O:3]1, predict the reactants needed to synthesize it. The reactants are: [F:1][C:2]1([F:34])[O:6][C:5]2[CH:7]=[CH:8][C:9]([C:11]3([C:14]([NH:16][C:17]4[N:22]=[C:21]([C:23]5[CH:24]=[N:25][C:26]([O:30]C)=[C:27]([CH3:29])[CH:28]=5)[C:20]([CH3:32])=[C:19]([CH3:33])[CH:18]=4)=[O:15])[CH2:13][CH2:12]3)=[CH:10][C:4]=2[O:3]1.[Si](I)(C)(C)C.CO.C(OCC)(=O)C. (3) Given the product [N:49]1([C:44]2[CH:45]=[CH:46][CH:47]=[CH:48][N:43]=2)[CH2:54][CH2:53][CH:52]([NH:55][C:56](=[O:57])[NH:1][CH2:2][CH2:3][NH:4][C:5]([C:7]2[N:15]=[C:14]3[C:10]([N:11]=[CH:12][N:13]3[C@@H:16]3[CH2:20][C@H:19]([NH:21][C:22](=[O:25])[CH2:23][CH3:24])[C@@H:18]([OH:26])[C@H:17]3[OH:27])=[C:9]([NH:28][CH2:29][CH:30]([C:37]3[CH:42]=[CH:41][CH:40]=[CH:39][CH:38]=3)[C:31]3[CH:36]=[CH:35][CH:34]=[CH:33][CH:32]=3)[N:8]=2)=[O:6])[CH2:51][CH2:50]1, predict the reactants needed to synthesize it. The reactants are: [NH2:1][CH2:2][CH2:3][NH:4][C:5]([C:7]1[N:15]=[C:14]2[C:10]([N:11]=[CH:12][N:13]2[C@@H:16]2[CH2:20][C@H:19]([NH:21][C:22](=[O:25])[CH2:23][CH3:24])[C@@H:18]([OH:26])[C@H:17]2[OH:27])=[C:9]([NH:28][CH2:29][CH:30]([C:37]2[CH:42]=[CH:41][CH:40]=[CH:39][CH:38]=2)[C:31]2[CH:36]=[CH:35][CH:34]=[CH:33][CH:32]=2)[N:8]=1)=[O:6].[N:43]1[CH:48]=[CH:47][CH:46]=[CH:45][C:44]=1[N:49]1[CH2:54][CH2:53][CH:52]([NH:55][C:56](N2C=CN=C2)=[O:57])[CH2:51][CH2:50]1. (4) Given the product [C:38]([O:42][C:43](=[O:46])[CH2:44][NH:45][C:22](=[O:23])[CH2:21][N:19]1[N:18]=[N:17][C:16]([C:14]2[CH:13]=[C:12]([CH3:25])[N:11]=[C:10]([C:8](=[O:9])[NH:7][CH2:6][C:5]3[CH:26]=[CH:27][C:2]([F:1])=[CH:3][CH:4]=3)[CH:15]=2)=[N:20]1)([CH3:41])([CH3:40])[CH3:39], predict the reactants needed to synthesize it. The reactants are: [F:1][C:2]1[CH:27]=[CH:26][C:5]([CH2:6][NH:7][C:8]([C:10]2[CH:15]=[C:14]([C:16]3[N:17]=[N:18][N:19]([CH2:21][C:22](O)=[O:23])[N:20]=3)[CH:13]=[C:12]([CH3:25])[N:11]=2)=[O:9])=[CH:4][CH:3]=1.ON1C2C=CC=CC=2N=N1.[C:38]([O:42][C:43](=[O:46])[CH2:44][NH2:45])([CH3:41])([CH3:40])[CH3:39].Cl.CN(C)CCCN=C=NCC. (5) Given the product [N:1]1([CH2:6][CH2:7][C:8]2[CH:9]=[CH:10][C:11]([N:14]3[CH2:15][CH2:16][CH:17]([NH2:20])[CH2:18][CH2:19]3)=[CH:12][CH:13]=2)[CH:5]=[CH:4][N:3]=[N:2]1, predict the reactants needed to synthesize it. The reactants are: [N:1]1([CH2:6][CH2:7][C:8]2[CH:13]=[CH:12][C:11]([N:14]3[CH2:19][CH2:18][CH:17]([NH:20]C(OCC4C=CC=CC=4)=O)[CH2:16][CH2:15]3)=[CH:10][CH:9]=2)[CH:5]=[CH:4][N:3]=[N:2]1.[H][H]. (6) Given the product [CH3:21][S:20][C:17]1[CH:18]=[CH:19][C:14]([C:11]2([CH2:22][OH:23])[CH2:10][CH2:9][NH:8][CH2:13][CH2:12]2)=[CH:15][CH:16]=1, predict the reactants needed to synthesize it. The reactants are: C(OC([N:8]1[CH2:13][CH2:12][C:11]([CH2:22][OH:23])([C:14]2[CH:19]=[CH:18][C:17]([S:20][CH3:21])=[CH:16][CH:15]=2)[CH2:10][CH2:9]1)=O)(C)(C)C.Cl. (7) Given the product [C:1]([O:4][C:5]1[CH:6]=[C:7]2[C:12](=[CH:13][C:14]=1[O:15][CH3:16])[N:11]=[CH:10][N:9]=[C:8]2[NH:23][C:22]1[CH:24]=[CH:25][C:26]([F:27])=[C:20]([C:18]#[CH:19])[CH:21]=1)(=[O:3])[CH3:2], predict the reactants needed to synthesize it. The reactants are: [C:1]([O:4][C:5]1[CH:6]=[C:7]2[C:12](=[CH:13][C:14]=1[O:15][CH3:16])[N:11]=[CH:10][N:9]=[C:8]2Cl)(=[O:3])[CH3:2].[C:18]([C:20]1[CH:21]=[C:22]([CH:24]=[CH:25][C:26]=1[F:27])[NH2:23])#[CH:19]. (8) Given the product [Cl:1][C:2]1[CH:3]=[C:4]([NH:8][C:9]2[CH:18]=[C:17]([C:19]([F:21])([F:20])[F:22])[C:12]([C:13]([OH:15])=[O:14])=[CH:11][N:10]=2)[CH:5]=[CH:6][CH:7]=1, predict the reactants needed to synthesize it. The reactants are: [Cl:1][C:2]1[CH:3]=[C:4]([NH:8][C:9]2[CH:18]=[C:17]([C:19]([F:22])([F:21])[F:20])[C:12]([C:13]([O:15]C)=[O:14])=[CH:11][N:10]=2)[CH:5]=[CH:6][CH:7]=1.[OH-].[K+].